This data is from Reaction yield outcomes from USPTO patents with 853,638 reactions. The task is: Predict the reaction yield, written as a fraction of the theoretical maximum amount of product (1.0 means a 100% yield; for example, 0.34 means a 34% yield). (1) The reactants are [Br:1][CH2:2][CH2:3][OH:4].[Cl:5][C:6]1[CH:7]=[CH:8][C:9]([CH3:24])=[C:10]([CH:12](O)[C:13]2[CH:14]=[C:15]([CH:20]=[CH:21][CH:22]=2)[C:16]([O:18][CH3:19])=[O:17])[CH:11]=1. The catalyst is S(=O)(=O)(O)O.C(OCC)(=O)C. The product is [Br:1][CH2:2][CH2:3][O:4][CH:12]([C:10]1[CH:11]=[C:6]([Cl:5])[CH:7]=[CH:8][C:9]=1[CH3:24])[C:13]1[CH:14]=[C:15]([CH:20]=[CH:21][CH:22]=1)[C:16]([O:18][CH3:19])=[O:17]. The yield is 0.370. (2) The reactants are [NH2:1][C:2]1[CH:3]=[C:4]([C:8]2[CH:15]=[CH:14][C:11]([C:12]#[N:13])=[C:10]([Cl:16])[CH:9]=2)[CH:5]=[N:6][CH:7]=1.[C:17]([C:19]1[CH:24]=[CH:23][C:22]([S:25](Cl)(=[O:27])=[O:26])=[CH:21][CH:20]=1)#[N:18]. The catalyst is N1C=CC=CC=1. The product is [Cl:16][C:10]1[CH:9]=[C:8]([C:4]2[CH:3]=[C:2]([NH:1][S:25]([C:22]3[CH:21]=[CH:20][C:19]([C:17]#[N:18])=[CH:24][CH:23]=3)(=[O:27])=[O:26])[CH:7]=[N:6][CH:5]=2)[CH:15]=[CH:14][C:11]=1[C:12]#[N:13]. The yield is 0.394. (3) The reactants are [CH3:1][NH:2][C:3]1[N:8]=[CH:7][C:6]([C:9]2[N:17]=[C:16]3[C:12]([N:13]=[CH:14][N:15]3[CH2:18][CH:19]3[CH2:23][CH2:22][O:21][CH2:20]3)=[C:11]([N:24]3[CH2:29][CH2:28][O:27][CH2:26][CH2:25]3)[N:10]=2)=[CH:5][N:4]=1.[C:38](O[C:38]([O:40][C:41]([CH3:44])([CH3:43])[CH3:42])=[O:39])([O:40][C:41]([CH3:44])([CH3:43])[CH3:42])=[O:39]. The catalyst is CN(C)C=O.CN(C)C1C=CN=CC=1. The product is [C:41]([O:40][C:38](=[O:39])[N:2]([CH3:1])[C:3]1[N:4]=[CH:5][C:6]([C:9]2[N:17]=[C:16]3[C:12]([N:13]=[CH:14][N:15]3[CH2:18][CH:19]3[CH2:23][CH2:22][O:21][CH2:20]3)=[C:11]([N:24]3[CH2:29][CH2:28][O:27][CH2:26][CH2:25]3)[N:10]=2)=[CH:7][N:8]=1)([CH3:42])([CH3:43])[CH3:44]. The yield is 0.850. (4) The reactants are [CH:1]([C:3]1[C:4]([CH3:14])=[CH:5][C:6]([CH3:13])=[C:7]([CH:12]=1)[C:8]([O:10][CH3:11])=[O:9])=O.Br[CH:16]1[C:22](=O)[CH2:21][CH2:20][N:19]([C:24]([O:26][C:27]([CH3:30])([CH3:29])[CH3:28])=[O:25])[CH2:18][CH2:17]1.[OH-].[NH4+:32].C([O-])(=O)C.[NH4+:37]. The catalyst is CN(C)C=O.C(OCC)(=O)C. The product is [CH3:11][O:10][C:8]([C:7]1[C:6]([CH3:13])=[CH:5][C:4]([CH3:14])=[C:3]([C:1]2[NH:37][C:16]3[CH2:17][CH2:18][N:19]([C:24]([O:26][C:27]([CH3:30])([CH3:29])[CH3:28])=[O:25])[CH2:20][CH2:21][C:22]=3[N:32]=2)[CH:12]=1)=[O:9]. The yield is 0.460. (5) The reactants are [Cl:1][C:2]1[CH:24]=[C:23]([Cl:25])[CH:22]=[CH:21][C:3]=1[CH2:4][N:5]1[C:9]([CH2:10][CH2:11][C:12]([O:14]CC)=[O:13])=[CH:8][C:7]([O:17][CH:18]([CH3:20])[CH3:19])=[N:6]1.[OH-].[Na+].O1CCCC1.Cl. The catalyst is [Cl-].[Na+].O.CO. The product is [Cl:1][C:2]1[CH:24]=[C:23]([Cl:25])[CH:22]=[CH:21][C:3]=1[CH2:4][N:5]1[C:9]([CH2:10][CH2:11][C:12]([OH:14])=[O:13])=[CH:8][C:7]([O:17][CH:18]([CH3:19])[CH3:20])=[N:6]1. The yield is 0.820. (6) The reactants are [CH2:1]([N:8]1[CH:16]=[C:15]2[C:10]([CH:11]=[C:12]([C:17]3[CH:18]=[C:19]([CH:27]4[O:32][CH2:31][CH2:30][NH:29][CH2:28]4)[N:20]4[C:25]=3[C:24]([NH2:26])=[N:23][CH:22]=[N:21]4)[CH:13]=[CH:14]2)=[N:9]1)[C:2]1[CH:7]=[CH:6][CH:5]=[CH:4][CH:3]=1.Cl[CH2:34][C:35]([N:37]([CH3:39])[CH3:38])=[O:36].C(=O)([O-])[O-].[K+].[K+].[I-].[K+]. The catalyst is CN(C=O)C. The product is [NH2:26][C:24]1[C:25]2=[C:17]([C:12]3[CH:13]=[CH:14][C:15]4[C:10]([CH:11]=3)=[N:9][N:8]([CH2:1][C:2]3[CH:7]=[CH:6][CH:5]=[CH:4][CH:3]=3)[CH:16]=4)[CH:18]=[C:19]([CH:27]3[O:32][CH2:31][CH2:30][N:29]([CH2:34][C:35]([N:37]([CH3:39])[CH3:38])=[O:36])[CH2:28]3)[N:20]2[N:21]=[CH:22][N:23]=1. The yield is 0.500.